This data is from Forward reaction prediction with 1.9M reactions from USPTO patents (1976-2016). The task is: Predict the product of the given reaction. (1) Given the reactants [N:1]12[CH2:8][CH2:7][C:4]([C:9]([C:17]3[CH:22]=[CH:21][CH:20]=[CH:19][CH:18]=3)([C:11]3[CH:16]=[CH:15][CH:14]=[CH:13][CH:12]=3)[OH:10])([CH2:5][CH2:6]1)[CH2:3][CH2:2]2.[Br:23][CH2:24][CH2:25][O:26][CH2:27][C:28]1[CH:33]=[CH:32][CH:31]=[C:30]([F:34])[CH:29]=1, predict the reaction product. The product is: [Br-:23].[F:34][C:30]1[CH:29]=[C:28]([CH2:27][O:26][CH2:25][CH2:24][N+:1]23[CH2:6][CH2:5][C:4]([C:9]([OH:10])([C:17]4[CH:22]=[CH:21][CH:20]=[CH:19][CH:18]=4)[C:11]4[CH:12]=[CH:13][CH:14]=[CH:15][CH:16]=4)([CH2:3][CH2:2]2)[CH2:7][CH2:8]3)[CH:33]=[CH:32][CH:31]=1. (2) Given the reactants [Cl:1][C:2]1[CH:7]=[CH:6][C:5]([S:8]([N:11]([CH2:19][C:20]2[CH:28]=[CH:27][C:23]([C:24]([OH:26])=O)=[CH:22][CH:21]=2)[CH2:12][C:13]2[CH:18]=[CH:17][CH:16]=[CH:15][N:14]=2)(=[O:10])=[O:9])=[CH:4][CH:3]=1.[CH3:29][O:30][C:31]1[CH:36]=[CH:35][C:34]([S:37]([NH2:40])(=[O:39])=[O:38])=[CH:33][CH:32]=1, predict the reaction product. The product is: [Cl:1][C:2]1[CH:3]=[CH:4][C:5]([S:8]([N:11]([CH2:19][C:20]2[CH:28]=[CH:27][C:23]([C:24]([NH:40][S:37]([C:34]3[CH:33]=[CH:32][C:31]([O:30][CH3:29])=[CH:36][CH:35]=3)(=[O:38])=[O:39])=[O:26])=[CH:22][CH:21]=2)[CH2:12][C:13]2[CH:18]=[CH:17][CH:16]=[CH:15][N:14]=2)(=[O:9])=[O:10])=[CH:6][CH:7]=1.